From a dataset of Catalyst prediction with 721,799 reactions and 888 catalyst types from USPTO. Predict which catalyst facilitates the given reaction. (1) Reactant: [Br:1][C:2]1[CH:3]=[C:4]2[C:8](=[CH:9][CH:10]=1)[N:7]([S:11]([C:14]1[CH:19]=[CH:18][CH:17]=[CH:16][CH:15]=1)(=[O:13])=[O:12])[C:6]([C:20]([O:22][CH2:23][CH3:24])=[O:21])=[C:5]2[S:25](Cl)(=[O:27])=[O:26].C(N(CC)CC)C.[NH:36]1[CH2:41][CH2:40][O:39][CH2:38][CH2:37]1.C([O-])(O)=O.[Na+]. Product: [Br:1][C:2]1[CH:3]=[C:4]2[C:8](=[CH:9][CH:10]=1)[N:7]([S:11]([C:14]1[CH:19]=[CH:18][CH:17]=[CH:16][CH:15]=1)(=[O:13])=[O:12])[C:6]([C:20]([O:22][CH2:23][CH3:24])=[O:21])=[C:5]2[S:25]([N:36]1[CH2:41][CH2:40][O:39][CH2:38][CH2:37]1)(=[O:27])=[O:26]. The catalyst class is: 96. (2) Reactant: [NH:1]1[CH2:6][CH2:5][CH:4]([OH:7])[CH2:3][CH2:2]1.[C:8]([N:12]=[C:13]=[O:14])([CH3:11])([CH3:10])[CH3:9].C(N(CC)CC)C. Product: [C:8]([NH:12][C:13]([N:1]1[CH2:6][CH2:5][CH:4]([OH:7])[CH2:3][CH2:2]1)=[O:14])([CH3:11])([CH3:10])[CH3:9]. The catalyst class is: 4. (3) Reactant: [Br:1][C:2]1[CH:3]=[C:4]([CH:7]=[CH:8][CH:9]=1)[CH2:5][OH:6].[Si:10](Cl)([C:13]([CH3:16])([CH3:15])[CH3:14])([CH3:12])[CH3:11].O. Product: [Br:1][C:2]1[CH:3]=[C:4]([CH:7]=[CH:8][CH:9]=1)[CH2:5][O:6][Si:10]([C:13]([CH3:16])([CH3:15])[CH3:14])([CH3:12])[CH3:11]. The catalyst class is: 9. (4) Reactant: C([N:8]1[CH2:31][CH2:30][C:11]2[N:12]=[CH:13][N:14]=[C:15]([NH:16][C:17]3[CH:22]=[CH:21][C:20]([S:23]([C:26]([F:29])([F:28])[F:27])(=[O:25])=[O:24])=[CH:19][CH:18]=3)[C:10]=2[CH2:9]1)C1C=CC=CC=1.ClC(OC(Cl)=O)C.C(N(CC)C(C)C)(C)C. Product: [F:29][C:26]([F:27])([F:28])[S:23]([C:20]1[CH:21]=[CH:22][C:17]([NH:16][C:15]2[C:10]3[CH2:9][NH:8][CH2:31][CH2:30][C:11]=3[N:12]=[CH:13][N:14]=2)=[CH:18][CH:19]=1)(=[O:24])=[O:25]. The catalyst class is: 22. (5) Reactant: C([O:3][C:4]([C:6]1[N:7]=[C:8]([NH:11][C:12](=[O:28])[CH:13]([C:20]2[CH:25]=[CH:24][C:23]([Cl:26])=[C:22]([Cl:27])[CH:21]=2)[CH2:14][CH:15]2[CH2:19][CH2:18][CH2:17][CH2:16]2)[S:9][CH:10]=1)=O)C.[BH4-].[Na+]. Product: [CH:15]1([CH2:14][CH:13]([C:20]2[CH:25]=[CH:24][C:23]([Cl:26])=[C:22]([Cl:27])[CH:21]=2)[C:12]([NH:11][C:8]2[S:9][CH:10]=[C:6]([CH2:4][OH:3])[N:7]=2)=[O:28])[CH2:16][CH2:17][CH2:18][CH2:19]1. The catalyst class is: 7. (6) Reactant: C([O:5][C:6]([C:8]1[C:13]([O:14][CH2:15][C:16]2[CH:21]=[CH:20][CH:19]=[CH:18][CH:17]=2)=[C:12]([OH:22])[N:11]=[C:10]([CH2:23][C:24]2([C:30]3[CH:35]=[CH:34][CH:33]=[CH:32][CH:31]=3)[CH2:29][CH2:28][CH2:27][CH2:26][CH2:25]2)[N:9]=1)=[O:7])(C)(C)C.O[Li].O. Product: [CH2:15]([O:14][C:13]1[C:8]([C:6]([OH:7])=[O:5])=[N:9][C:10]([CH2:23][C:24]2([C:30]3[CH:35]=[CH:34][CH:33]=[CH:32][CH:31]=3)[CH2:25][CH2:26][CH2:27][CH2:28][CH2:29]2)=[N:11][C:12]=1[OH:22])[C:16]1[CH:21]=[CH:20][CH:19]=[CH:18][CH:17]=1. The catalyst class is: 7. (7) Reactant: Cl[C:2]1[N:7]=[CH:6][N:5]=[C:4]([N:8]([CH2:10][C:11]([CH3:14])([CH3:13])[CH3:12])[CH3:9])[C:3]=1[N+:15]([O-:17])=[O:16].[NH2:18][C:19]1[CH:20]=[C:21]([CH:26]=[CH:27][C:28]=1[CH3:29])[C:22]([NH:24][CH3:25])=[O:23].CCN(C(C)C)C(C)C. Product: [CH3:12][C:11]([CH3:14])([CH3:13])[CH2:10][N:8]([CH3:9])[C:4]1[N:5]=[CH:6][N:7]=[C:2]([NH:18][C:19]2[CH:20]=[C:21]([CH:26]=[CH:27][C:28]=2[CH3:29])[C:22]([NH:24][CH3:25])=[O:23])[C:3]=1[N+:15]([O-:17])=[O:16]. The catalyst class is: 12.